This data is from Peptide-MHC class I binding affinity with 185,985 pairs from IEDB/IMGT. The task is: Regression. Given a peptide amino acid sequence and an MHC pseudo amino acid sequence, predict their binding affinity value. This is MHC class I binding data. (1) The peptide sequence is ALMRWRHPR. The MHC is HLA-B15:01 with pseudo-sequence HLA-B15:01. The binding affinity (normalized) is 0.0847. (2) The binding affinity (normalized) is 0.176. The MHC is HLA-B54:01 with pseudo-sequence HLA-B54:01. The peptide sequence is ITLWQRPIV. (3) The peptide sequence is QVAGTGVQFY. The MHC is HLA-A33:01 with pseudo-sequence HLA-A33:01. The binding affinity (normalized) is 0. (4) The peptide sequence is DIAEHGAYY. The MHC is HLA-B27:05 with pseudo-sequence HLA-B27:05. The binding affinity (normalized) is 0.0847. (5) The peptide sequence is YFNVLDEKY. The MHC is HLA-A24:02 with pseudo-sequence HLA-A24:02. The binding affinity (normalized) is 0.0385.